This data is from Forward reaction prediction with 1.9M reactions from USPTO patents (1976-2016). The task is: Predict the product of the given reaction. (1) Given the reactants Cl.[C:2]1([C:8](=[N:15][CH2:16][C:17]2([C:30](=[O:42])[NH:31][C:32]3[CH:37]=[C:36]([C:38]([F:41])([F:40])[F:39])[CH:35]=[CH:34][N:33]=3)[CH2:22][CH2:21][N:20](C(OC(C)(C)C)=O)[CH2:19][CH2:18]2)[C:9]2[CH:14]=[CH:13][CH:12]=[CH:11][CH:10]=2)[CH:7]=[CH:6][CH:5]=[CH:4][CH:3]=1, predict the reaction product. The product is: [C:2]1([C:8](=[N:15][CH2:16][C:17]2([C:30]([NH:31][C:32]3[CH:37]=[C:36]([C:38]([F:40])([F:41])[F:39])[CH:35]=[CH:34][N:33]=3)=[O:42])[CH2:22][CH2:21][NH:20][CH2:19][CH2:18]2)[C:9]2[CH:10]=[CH:11][CH:12]=[CH:13][CH:14]=2)[CH:3]=[CH:4][CH:5]=[CH:6][CH:7]=1. (2) The product is: [C:22]([O:25][CH:9]([C:10]1[CH:15]=[CH:14][C:13]([S:16]([CH3:19])(=[O:17])=[O:18])=[C:12]([F:20])[CH:11]=1)[C:8]([C:5]1[CH:4]=[CH:3][C:2]([Br:1])=[CH:7][CH:6]=1)=[O:21])(=[O:24])[CH3:23]. Given the reactants [Br:1][C:2]1[CH:7]=[CH:6][C:5]([C:8](=[O:21])[CH2:9][C:10]2[CH:15]=[CH:14][C:13]([S:16]([CH3:19])(=[O:18])=[O:17])=[C:12]([F:20])[CH:11]=2)=[CH:4][CH:3]=1.[C:22]([O-:25])(=[O:24])[CH3:23].[C:22]([O-:25])(=[O:24])[CH3:23].[C:22]([O-:25])(=[O:24])[CH3:23].[C:22]([O-:25])(=[O:24])[CH3:23].[Pb+4], predict the reaction product. (3) Given the reactants [N:1]([CH2:4][C:5]([C:8]1[CH:13]=[CH:12][CH:11]=[CH:10][N+:9]=1[O-])([F:7])[F:6])=[N+]=[N-].C1(P(C2C=CC=CC=2)C2C=CC=CC=2)C=CC=CC=1.[OH2:34], predict the reaction product. The product is: [F:6][C:5]([F:7])([C:8]1[CH:13]=[CH:12][CH:11]=[CH:10][N:9]=1)[CH2:4][NH2:1]=[O:34]. (4) Given the reactants [CH3:1][O:2][C:3]1[CH:8]=[CH:7][C:6](B(O)O)=[CH:5][CH:4]=1.[CH3:12][C:13]1[CH:17]=[C:16]([CH3:18])[NH:15][N:14]=1, predict the reaction product. The product is: [CH3:1][O:2][C:3]1[CH:8]=[CH:7][C:6]([N:14]2[C:13]([CH3:12])=[CH:17][C:16]([CH3:18])=[N:15]2)=[CH:5][CH:4]=1.